Dataset: Retrosynthesis with 50K atom-mapped reactions and 10 reaction types from USPTO. Task: Predict the reactants needed to synthesize the given product. (1) Given the product COCC(=O)NC[C@@H]1CNCCO[C@H]1c1ccc(Cl)c(Cl)c1, predict the reactants needed to synthesize it. The reactants are: COCC(=O)NC[C@@H]1CN(C(=O)OC(C)(C)C)CCO[C@H]1c1ccc(Cl)c(Cl)c1. (2) Given the product CCc1nc2c(C)cc(CC3CCCC3=O)nc2n1[C@H]1CCc2cc(-c3ccccc3-c3nnnn3C(c3ccccc3)(c3ccccc3)c3ccccc3)ccc21, predict the reactants needed to synthesize it. The reactants are: CCc1nc2c(C)cc(/C=C3\CCCC3=O)nc2n1[C@H]1CCc2cc(-c3ccccc3-c3nnnn3C(c3ccccc3)(c3ccccc3)c3ccccc3)ccc21. (3) Given the product c1ccc(Sc2ncnc3c(N4CCSCC4)nc(N4CCNCC4)nc23)cc1, predict the reactants needed to synthesize it. The reactants are: C1CNCCN1.Clc1nc(N2CCSCC2)c2ncnc(Sc3ccccc3)c2n1. (4) Given the product COc1cccc(N2C(=O)C(=O)c3ccccc32)c1, predict the reactants needed to synthesize it. The reactants are: COc1cccc(B(O)O)c1.O=C1Nc2ccccc2C1=O. (5) Given the product Nc1ccc2c(c1)C(F)(F)C(F)(F)O2, predict the reactants needed to synthesize it. The reactants are: O=[N+]([O-])c1ccc2c(c1)C(F)(F)C(F)(F)O2. (6) Given the product CN(C)[C@@H]1CN[C@H](C(N)=O)C1, predict the reactants needed to synthesize it. The reactants are: CCCCOC(=O)[C@@H]1C[C@H](N(C)C)CN1.N.